Dataset: NCI-60 drug combinations with 297,098 pairs across 59 cell lines. Task: Regression. Given two drug SMILES strings and cell line genomic features, predict the synergy score measuring deviation from expected non-interaction effect. (1) Drug 1: COC1=C(C=C2C(=C1)N=CN=C2NC3=CC(=C(C=C3)F)Cl)OCCCN4CCOCC4. Drug 2: C1=CC(=CC=C1CCCC(=O)O)N(CCCl)CCCl. Cell line: NCI/ADR-RES. Synergy scores: CSS=30.5, Synergy_ZIP=-10.4, Synergy_Bliss=0.179, Synergy_Loewe=-7.51, Synergy_HSA=3.53. (2) Drug 1: CCC1(CC2CC(C3=C(CCN(C2)C1)C4=CC=CC=C4N3)(C5=C(C=C6C(=C5)C78CCN9C7C(C=CC9)(C(C(C8N6C=O)(C(=O)OC)O)OC(=O)C)CC)OC)C(=O)OC)O.OS(=O)(=O)O. Drug 2: C1CC(=O)NC(=O)C1N2C(=O)C3=CC=CC=C3C2=O. Cell line: OVCAR-4. Synergy scores: CSS=-1.98, Synergy_ZIP=-2.43, Synergy_Bliss=-5.64, Synergy_Loewe=-20.0, Synergy_HSA=-8.35. (3) Drug 1: CCCCCOC(=O)NC1=NC(=O)N(C=C1F)C2C(C(C(O2)C)O)O. Drug 2: C1CNP(=O)(OC1)N(CCCl)CCCl. Cell line: T-47D. Synergy scores: CSS=-7.75, Synergy_ZIP=6.30, Synergy_Bliss=3.94, Synergy_Loewe=-3.81, Synergy_HSA=-4.26. (4) Drug 1: CN1C2=C(C=C(C=C2)N(CCCl)CCCl)N=C1CCCC(=O)O.Cl. Drug 2: COC1=C2C(=CC3=C1OC=C3)C=CC(=O)O2. Cell line: A549. Synergy scores: CSS=0.724, Synergy_ZIP=-0.763, Synergy_Bliss=-2.10, Synergy_Loewe=-1.88, Synergy_HSA=-1.85. (5) Drug 1: C1=CN(C=N1)CC(O)(P(=O)(O)O)P(=O)(O)O. Drug 2: C1CN(P(=O)(OC1)NCCCl)CCCl. Cell line: UACC-257. Synergy scores: CSS=2.85, Synergy_ZIP=-1.14, Synergy_Bliss=0.178, Synergy_Loewe=1.20, Synergy_HSA=0.470.